From a dataset of NCI-60 drug combinations with 297,098 pairs across 59 cell lines. Regression. Given two drug SMILES strings and cell line genomic features, predict the synergy score measuring deviation from expected non-interaction effect. (1) Drug 1: CC1C(C(=O)NC(C(=O)N2CCCC2C(=O)N(CC(=O)N(C(C(=O)O1)C(C)C)C)C)C(C)C)NC(=O)C3=C4C(=C(C=C3)C)OC5=C(C(=O)C(=C(C5=N4)C(=O)NC6C(OC(=O)C(N(C(=O)CN(C(=O)C7CCCN7C(=O)C(NC6=O)C(C)C)C)C)C(C)C)C)N)C. Drug 2: C1CN(P(=O)(OC1)NCCCl)CCCl. Cell line: U251. Synergy scores: CSS=18.0, Synergy_ZIP=-2.06, Synergy_Bliss=-1.09, Synergy_Loewe=-47.8, Synergy_HSA=-3.83. (2) Drug 1: CC1C(C(=O)NC(C(=O)N2CCCC2C(=O)N(CC(=O)N(C(C(=O)O1)C(C)C)C)C)C(C)C)NC(=O)C3=C4C(=C(C=C3)C)OC5=C(C(=O)C(=C(C5=N4)C(=O)NC6C(OC(=O)C(N(C(=O)CN(C(=O)C7CCCN7C(=O)C(NC6=O)C(C)C)C)C)C(C)C)C)N)C. Drug 2: CC1=C(C=C(C=C1)NC(=O)C2=CC=C(C=C2)CN3CCN(CC3)C)NC4=NC=CC(=N4)C5=CN=CC=C5. Cell line: K-562. Synergy scores: CSS=58.6, Synergy_ZIP=2.36, Synergy_Bliss=3.95, Synergy_Loewe=-1.99, Synergy_HSA=2.97.